Dataset: Peptide-MHC class II binding affinity with 134,281 pairs from IEDB. Task: Regression. Given a peptide amino acid sequence and an MHC pseudo amino acid sequence, predict their binding affinity value. This is MHC class II binding data. (1) The peptide sequence is KRCLLHLAVIGALLAVGATKV. The MHC is DRB1_0401 with pseudo-sequence DRB1_0401. The binding affinity (normalized) is 0. (2) The binding affinity (normalized) is 0.123. The MHC is H-2-IAd with pseudo-sequence H-2-IAd. The peptide sequence is PTHENHGLKTRQEKW. (3) The peptide sequence is RREVHIYYLEKANKI. The binding affinity (normalized) is 0.325. The MHC is DRB1_0405 with pseudo-sequence DRB1_0405.